This data is from Catalyst prediction with 721,799 reactions and 888 catalyst types from USPTO. The task is: Predict which catalyst facilitates the given reaction. (1) Reactant: P(OCC)(OCC)([S-])=[S:2].[C:10]([O:13][CH2:14][C:15]([CH3:45])([CH3:44])[CH2:16][N:17]1[C:23]2[CH:24]=[CH:25][C:26]([Cl:28])=[CH:27][C:22]=2[C@@H:21]([C:29]2[CH:34]=[CH:33][CH:32]=[C:31]([O:35][CH3:36])[C:30]=2[O:37][CH3:38])[O:20][C@H:19]([CH2:39][CH2:40][C:41]#[N:42])[C:18]1=[O:43])(=[O:12])[CH3:11].Cl. Product: [C:10]([O:13][CH2:14][C:15]([CH3:45])([CH3:44])[CH2:16][N:17]1[C:23]2[CH:24]=[CH:25][C:26]([Cl:28])=[CH:27][C:22]=2[C@@H:21]([C:29]2[CH:34]=[CH:33][CH:32]=[C:31]([O:35][CH3:36])[C:30]=2[O:37][CH3:38])[O:20][C@H:19]([CH2:39][CH2:40][C:41]([NH2:42])=[S:2])[C:18]1=[O:43])(=[O:12])[CH3:11]. The catalyst class is: 6. (2) The catalyst class is: 206. Product: [C:13]([C:3]1[C:4]([CH3:12])=[CH:5][C:6]2[C:7](=[O:11])[O:8][CH2:9][C:10]=2[C:2]=1[CH3:1])(=[O:14])[CH3:15]. Reactant: [CH3:1][C:2]1[C:10]2[CH2:9][O:8][C:7](=[O:11])[C:6]=2[CH:5]=[C:4]([CH3:12])[C:3]=1[CH:13]1[CH2:15][O:14]1.C([Sn](CCCC)(CCCC)C(OCC)=C)CCC. (3) Reactant: [F:1][C:2]1[CH:3]=[CH:4][C:5]2[S:9][C:8]3[CH2:10][CH2:11][CH:12]([C:14](O)=[O:15])[CH2:13][C:7]=3[C:6]=2[CH:17]=1.C(Cl)(=O)C(Cl)=O.C[N:25](C=O)C. Product: [F:1][C:2]1[CH:3]=[CH:4][C:5]2[S:9][C:8]3[CH2:10][CH2:11][CH:12]([C:14]([NH2:25])=[O:15])[CH2:13][C:7]=3[C:6]=2[CH:17]=1. The catalyst class is: 34. (4) Reactant: Cl[CH2:2][C:3]([O:5][C:6]([CH3:9])([CH3:8])[CH3:7])=[O:4].[Cl:10][C:11]1[C:12]([F:37])=[C:13]([CH:34]=[CH:35][CH:36]=1)[NH:14][C:15]1[C:24]2[C:19](=[CH:20][C:21]([O:32][CH3:33])=[C:22]([O:25][CH:26]3[CH2:31][CH2:30][NH:29][CH2:28][CH2:27]3)[CH:23]=2)[N:18]=[CH:17][N:16]=1.[I-].[K+].C(=O)([O-])[O-].[K+].[K+]. Product: [Cl:10][C:11]1[C:12]([F:37])=[C:13]([CH:34]=[CH:35][CH:36]=1)[NH:14][C:15]1[C:24]2[C:19](=[CH:20][C:21]([O:32][CH3:33])=[C:22]([O:25][CH:26]3[CH2:31][CH2:30][N:29]([CH2:2][C:3]([O:5][C:6]([CH3:9])([CH3:8])[CH3:7])=[O:4])[CH2:28][CH2:27]3)[CH:23]=2)[N:18]=[CH:17][N:16]=1. The catalyst class is: 44. (5) Reactant: [CH2:1]([C:3]1[NH:7][C:6]([C:8]([NH:10][C@H:11]2[CH2:16][CH2:15][N:14]([C:17]3[S:18][C:19]([CH3:27])=[C:20]([C:22]([O:24]CC)=[O:23])[N:21]=3)[CH2:13][C@H:12]2[O:28][CH3:29])=[O:9])=[N:5][C:4]=1[C:30]([F:33])([F:32])[F:31])[CH3:2].[OH-].[Na+]. Product: [CH2:1]([C:3]1[NH:7][C:6]([C:8]([NH:10][C@H:11]2[CH2:16][CH2:15][N:14]([C:17]3[S:18][C:19]([CH3:27])=[C:20]([C:22]([OH:24])=[O:23])[N:21]=3)[CH2:13][C@H:12]2[O:28][CH3:29])=[O:9])=[N:5][C:4]=1[C:30]([F:33])([F:31])[F:32])[CH3:2]. The catalyst class is: 5. (6) Reactant: C(OC(=O)[NH:7][CH2:8][C:9](=[O:18])[NH:10][CH2:11][C:12]1[CH:13]=[N:14][CH:15]=[CH:16][CH:17]=1)(C)(C)C. Product: [NH2:7][CH2:8][C:9]([NH:10][CH2:11][C:12]1[CH:13]=[N:14][CH:15]=[CH:16][CH:17]=1)=[O:18]. The catalyst class is: 137.